Task: Predict the reactants needed to synthesize the given product.. Dataset: Full USPTO retrosynthesis dataset with 1.9M reactions from patents (1976-2016) (1) Given the product [F:8][C:9]1[CH:35]=[C:34]([F:36])[CH:33]=[CH:32][C:10]=1[O:11][CH:12]1[CH2:13][CH2:14][N:15]([C:18]2[N:23]=[C:22]3[CH2:24][N:25]([C:42]([CH:38]4[CH2:39][CH2:40][CH2:41][O:37]4)=[O:43])[CH2:26][CH2:27][C:21]3=[N:20][C:19]=2[NH:28][CH:29]([CH3:31])[CH3:30])[CH2:16][CH2:17]1.[C:2]([OH:3])([C:4]([F:7])([F:6])[F:5])=[O:1], predict the reactants needed to synthesize it. The reactants are: [OH:1][C:2]([C:4]([F:7])([F:6])[F:5])=[O:3].[F:8][C:9]1[CH:35]=[C:34]([F:36])[CH:33]=[CH:32][C:10]=1[O:11][CH:12]1[CH2:17][CH2:16][N:15]([C:18]2[N:23]=[C:22]3[CH2:24][NH:25][CH2:26][CH2:27][C:21]3=[N:20][C:19]=2[NH:28][CH:29]([CH3:31])[CH3:30])[CH2:14][CH2:13]1.[O:37]1[CH2:41][CH2:40][CH2:39][CH:38]1[C:42](O)=[O:43].CN(C(ON1N=NC2C=CC=NC1=2)=[N+](C)C)C.F[P-](F)(F)(F)(F)F.CCN(C(C)C)C(C)C. (2) Given the product [O:44]1[CH2:43][CH:42]=[C:41]([C:2]2[C:3]([O:21][CH2:22][C:23]([F:26])([F:25])[F:24])=[N:4][CH:5]=[C:6]([CH:20]=2)[C:7]([NH:9][CH2:10][C:11]2[O:15][N:14]=[C:13]([C:16]([F:19])([F:18])[F:17])[N:12]=2)=[O:8])[CH2:46][CH2:45]1, predict the reactants needed to synthesize it. The reactants are: I[C:2]1[C:3]([O:21][CH2:22][C:23]([F:26])([F:25])[F:24])=[N:4][CH:5]=[C:6]([CH:20]=1)[C:7]([NH:9][CH2:10][C:11]1[O:15][N:14]=[C:13]([C:16]([F:19])([F:18])[F:17])[N:12]=1)=[O:8].C(=O)([O-])[O-].[K+].[K+].CC1(C)C(C)(C)OB([C:41]2[CH2:42][CH2:43][O:44][CH2:45][CH:46]=2)O1. (3) Given the product [ClH:19].[C:1]([O:5][C:6]([N:8]1[CH2:14][CH2:13][C:12]2[C:15]([CH2:20][S:24][C:23](=[NH:22])[NH2:25])=[C:16]([Cl:19])[CH:17]=[CH:18][C:11]=2[CH2:10][CH2:9]1)=[O:7])([CH3:4])([CH3:3])[CH3:2], predict the reactants needed to synthesize it. The reactants are: [C:1]([O:5][C:6]([N:8]1[CH2:14][CH2:13][C:12]2[C:15]([CH2:20]Cl)=[C:16]([Cl:19])[CH:17]=[CH:18][C:11]=2[CH2:10][CH2:9]1)=[O:7])([CH3:4])([CH3:3])[CH3:2].[NH2:22][C:23]([NH2:25])=[S:24].CCOCC. (4) Given the product [OH:1][C:2]1[C:10]([N+:11]([O-:13])=[O:12])=[CH:9][C:5]([C:6]([OH:8])=[O:7])=[CH:4][N:3]=1, predict the reactants needed to synthesize it. The reactants are: [OH:1][C:2]1[CH:10]=[CH:9][C:5]([C:6]([OH:8])=[O:7])=[CH:4][N:3]=1.[N+:11]([O-])([OH:13])=[O:12].